From a dataset of Forward reaction prediction with 1.9M reactions from USPTO patents (1976-2016). Predict the product of the given reaction. (1) Given the reactants C([O:8][C:9](=[O:27])[CH2:10][NH:11][CH:12]([C:20]([O:22][C:23]([CH3:26])([CH3:25])[CH3:24])=[O:21])[C:13]([O:15][C:16]([CH3:19])([CH3:18])[CH3:17])=[O:14])C1C=CC=CC=1, predict the reaction product. The product is: [C:23]([O:22][C:20]([CH:12]([NH:11][CH2:10][C:9]([OH:27])=[O:8])[C:13]([O:15][C:16]([CH3:17])([CH3:18])[CH3:19])=[O:14])=[O:21])([CH3:24])([CH3:25])[CH3:26]. (2) The product is: [Br:3][C:4]1[C:12]2[C:7](=[CH:8][CH:9]=[C:10]([C:13]3[N:17]=[C:16]([C@@H:18]4[CH2:23][CH2:22][CH2:21][N:20]([C:24]([O:26][C:27]([CH3:30])([CH3:29])[CH3:28])=[O:25])[CH2:19]4)[NH:15][N:14]=3)[CH:11]=2)[N:6]([C:31]([C:32]2[CH:37]=[CH:36][CH:35]=[CH:34][CH:33]=2)([C:44]2[CH:45]=[CH:46][CH:47]=[CH:48][CH:49]=2)[C:38]2[CH:39]=[CH:40][CH:41]=[CH:42][CH:43]=2)[N:5]=1. Given the reactants [H-].[Na+].[Br:3][C:4]1[C:12]2[C:7](=[CH:8][CH:9]=[C:10]([C:13]3[N:17]=[C:16]([C@@H:18]4[CH2:23][CH2:22][CH2:21][N:20]([C:24]([O:26][C:27]([CH3:30])([CH3:29])[CH3:28])=[O:25])[CH2:19]4)[NH:15][N:14]=3)[CH:11]=2)[NH:6][N:5]=1.[C:31](Cl)([C:44]1[CH:49]=[CH:48][CH:47]=[CH:46][CH:45]=1)([C:38]1[CH:43]=[CH:42][CH:41]=[CH:40][CH:39]=1)[C:32]1[CH:37]=[CH:36][CH:35]=[CH:34][CH:33]=1, predict the reaction product. (3) Given the reactants [Cl:1][C:2]1[C:3]([OH:12])=[C:4]([C:9](=[O:11])[CH3:10])[CH:5]=[C:6]([OH:8])[CH:7]=1.C(N(CC)CC)C.[CH:20]([Si:23](Cl)([CH:27]([CH3:29])[CH3:28])[CH:24]([CH3:26])[CH3:25])([CH3:22])[CH3:21], predict the reaction product. The product is: [Cl:1][C:2]1[C:3]([OH:12])=[C:4]([C:9](=[O:11])[CH3:10])[CH:5]=[C:6]([O:8][Si:23]([CH:27]([CH3:29])[CH3:28])([CH:24]([CH3:26])[CH3:25])[CH:20]([CH3:22])[CH3:21])[CH:7]=1. (4) Given the reactants [CH3:1][C:2]1([CH3:33])[N:6]([CH2:7][C:8]2[CH:13]=[CH:12][N:11]=[C:10]([S:14]([CH3:17])(=O)=O)[N:9]=2)[C:5](=[O:18])[N:4]([C:19]2[CH:24]=[CH:23][C:22]([S:25]([C:28]([F:31])([F:30])[F:29])(=O)=O)=[CH:21][CH:20]=2)[C:3]1=[O:32].[H-].[Na+].BrCC1C=CN=C(SC)N=1, predict the reaction product. The product is: [CH3:1][C:2]1([CH3:33])[N:6]([CH2:7][C:8]2[CH:13]=[CH:12][N:11]=[C:10]([S:14][CH3:17])[N:9]=2)[C:5](=[O:18])[N:4]([C:19]2[CH:24]=[CH:23][C:22]([S:25][C:28]([F:31])([F:30])[F:29])=[CH:21][CH:20]=2)[C:3]1=[O:32]. (5) Given the reactants [C:1]([NH:18][C@H:19]1[CH2:23][CH2:22][C@@H:21]([C:24](O)=[O:25])[CH2:20]1)([O:3][CH2:4][CH:5]1[C:17]2[C:12](=[CH:13][CH:14]=[CH:15][CH:16]=2)[C:11]2[C:6]1=[CH:7][CH:8]=[CH:9][CH:10]=2)=[O:2].[O:27]1[C:31]2[CH:32]=[CH:33][CH:34]=[CH:35][C:30]=2[N:29]=[C:28]1[C:36]1[CH:41]=[CH:40][C:39]([NH:42][CH3:43])=[CH:38][CH:37]=1.N1C(C)=CC(C)=CC=1C, predict the reaction product. The product is: [CH:16]1[C:17]2[CH:5]([CH2:4][O:3][C:1](=[O:2])[NH:18][CH:19]3[CH2:23][CH2:22][CH:21]([C:24](=[O:25])[N:42]([C:39]4[CH:40]=[CH:41][C:36]([C:28]5[O:27][C:31]6[CH:32]=[CH:33][CH:34]=[CH:35][C:30]=6[N:29]=5)=[CH:37][CH:38]=4)[CH3:43])[CH2:20]3)[C:6]3[C:11](=[CH:10][CH:9]=[CH:8][CH:7]=3)[C:12]=2[CH:13]=[CH:14][CH:15]=1.